Dataset: Catalyst prediction with 721,799 reactions and 888 catalyst types from USPTO. Task: Predict which catalyst facilitates the given reaction. (1) The catalyst class is: 33. Product: [CH2:1]([NH:5][C:6]1[S:7][CH2:10][CH:9]([CH2:14][C:15]2[CH:20]=[CH:19][N:18]=[CH:17][CH:16]=2)[N:8]=1)[CH3:2]. Reactant: [C:1]([NH:5][C:6]([NH:8][C@H:9]([CH2:14][C:15]1[CH:20]=[CH:19][N:18]=[CH:17][CH:16]=1)[C@@H:10](O)CC)=[S:7])(C)(C)[CH3:2]. (2) Reactant: Cl[C:2]1[CH:7]=[C:6]([C:8]([F:11])([F:10])[F:9])[N:5]=[C:4]([C:12]2[CH:17]=[CH:16][CH:15]=[CH:14][N:13]=2)[N:3]=1.[CH3:18][CH2:19][O:20][C:21]1[CH:26]=[CH:25][CH:24]=[C:23]([NH2:27])[CH:22]=1.Cl.[OH-].[Na+]. Product: [CH2:19]([O:20][C:21]1[CH:22]=[C:23]([CH:24]=[CH:25][CH:26]=1)[NH:27][C:2]1[CH:7]=[C:6]([C:8]([F:11])([F:10])[F:9])[N:5]=[C:4]([C:12]2[CH:17]=[CH:16][CH:15]=[CH:14][N:13]=2)[N:3]=1)[CH3:18]. The catalyst class is: 97. (3) Reactant: [F:1][C:2]1[CH:3]=[C:4]([O:16][CH2:17][CH2:18][O:19][CH3:20])[C:5]([O:11][CH2:12][CH2:13][O:14][CH3:15])=[C:6]([CH2:8][C:9]#[N:10])[CH:7]=1.[H-].[Na+].[C:23](N1C=CN=C1)(=[O:25])[CH3:24]. Product: [F:1][C:2]1[CH:3]=[C:4]([O:16][CH2:17][CH2:18][O:19][CH3:20])[C:5]([O:11][CH2:12][CH2:13][O:14][CH3:15])=[C:6]([CH:8]([C:23](=[O:25])[CH3:24])[C:9]#[N:10])[CH:7]=1. The catalyst class is: 7. (4) Reactant: [CH2:1]([O:3][CH:4]([O:22][CH2:23][CH3:24])[CH2:5][CH2:6][CH2:7][NH:8][C:9]1[C:18]2[C:13](=[CH:14][CH:15]=[CH:16][N:17]=2)[N:12]=[CH:11][C:10]=1[N+:19]([O-])=O)[CH3:2]. Product: [CH2:23]([O:22][CH:4]([O:3][CH2:1][CH3:2])[CH2:5][CH2:6][CH2:7][NH:8][C:9]1[C:18]2[C:13](=[CH:14][CH:15]=[CH:16][N:17]=2)[N:12]=[CH:11][C:10]=1[NH2:19])[CH3:24]. The catalyst class is: 612. (5) Reactant: C([O:8][C:9]1[CH:14]=[C:13](/[CH:15]=[CH:16]/[C:17]2[CH:18]=[N:19][CH:20]=[CH:21][CH:22]=2)[CH:12]=[CH:11][C:10]=1[N:23]1[S:27](=[O:29])(=[O:28])[NH:26][C:25](=[O:30])[CH2:24]1)C1C=CC=CC=1.B(Br)(Br)Br. Product: [OH:8][C:9]1[CH:14]=[C:13](/[CH:15]=[CH:16]/[C:17]2[CH:18]=[N:19][CH:20]=[CH:21][CH:22]=2)[CH:12]=[CH:11][C:10]=1[N:23]1[S:27](=[O:29])(=[O:28])[NH:26][C:25](=[O:30])[CH2:24]1. The catalyst class is: 2. (6) Reactant: Br[C:2]1[N:3]=[C:4]([C:23]2[N:27]=[C:26]([CH3:28])[O:25][N:24]=2)[C:5]([N:8]([C:16]([O:18][C:19]([CH3:22])([CH3:21])[CH3:20])=[O:17])[C:9](=[O:15])[O:10][C:11]([CH3:14])([CH3:13])[CH3:12])=[N:6][CH:7]=1.[NH:29]1[CH2:34][CH2:33][NH:32][CH2:31][CH2:30]1. Product: [CH3:28][C:26]1[O:25][N:24]=[C:23]([C:4]2[C:5]([N:8]([C:16]([O:18][C:19]([CH3:22])([CH3:21])[CH3:20])=[O:17])[C:9](=[O:15])[O:10][C:11]([CH3:14])([CH3:13])[CH3:12])=[N:6][CH:7]=[C:2]([N:29]3[CH2:34][CH2:33][NH:32][CH2:31][CH2:30]3)[N:3]=2)[N:27]=1. The catalyst class is: 173.